From a dataset of Full USPTO retrosynthesis dataset with 1.9M reactions from patents (1976-2016). Predict the reactants needed to synthesize the given product. (1) The reactants are: [Br:1][C:2]1[S:6][C:5]([CH2:7][NH2:8])=[CH:4][CH:3]=1.C(N(CC)CC)C.[NH2:16][C:17]1[N:25]=[C:24]([CH2:26][O:27][CH3:28])[CH:23]=[CH:22][C:18]=1[C:19](O)=[O:20].F[P-](F)(F)(F)(F)F.N1(O[P+](N(C)C)(N(C)C)N(C)C)C2C=CC=CC=2N=N1. Given the product [NH2:16][C:17]1[N:25]=[C:24]([CH2:26][O:27][CH3:28])[CH:23]=[CH:22][C:18]=1[C:19]([NH:8][CH2:7][C:5]1[S:6][C:2]([Br:1])=[CH:3][CH:4]=1)=[O:20], predict the reactants needed to synthesize it. (2) Given the product [CH:1]1([CH2:4][O:5][C:6]2[CH:14]=[CH:13][C:9]3[O:10][CH2:11][O:12][C:8]=3[C:7]=2[C:15]2[C:16]3[NH:23][CH:22]=[C:21]([C:24]([NH:28][C@H:29]([CH2:59][CH2:60][S:61][CH3:62])[C:30]([N:32]4[CH2:37][CH2:36][CH:35]([N:38]5[N:47]=[C:46]([C:48]6[CH:53]=[CH:52][C:51]([O:54][CH3:55])=[C:50]([O:56][CH3:57])[CH:49]=6)[C@@H:45]6[C@@H:40]([CH2:41][CH2:42][CH2:43][CH2:44]6)[C:39]5=[O:58])[CH2:34][CH2:33]4)=[O:31])=[O:25])[C:17]=3[N:18]=[CH:19][N:20]=2)[CH2:2][CH2:3]1, predict the reactants needed to synthesize it. The reactants are: [CH:1]1([CH2:4][O:5][C:6]2[CH:14]=[CH:13][C:9]3[O:10][CH2:11][O:12][C:8]=3[C:7]=2[C:15]2[C:16]3[NH:23][CH:22]=[C:21]([C:24](O)=[O:25])[C:17]=3[N:18]=[CH:19][N:20]=2)[CH2:3][CH2:2]1.Cl.[NH2:28][C@H:29]([CH2:59][CH2:60][S:61][CH3:62])[C:30]([N:32]1[CH2:37][CH2:36][CH:35]([N:38]2[N:47]=[C:46]([C:48]3[CH:53]=[CH:52][C:51]([O:54][CH3:55])=[C:50]([O:56][CH3:57])[CH:49]=3)[C@@H:45]3[C@@H:40]([CH2:41][CH2:42][CH2:43][CH2:44]3)[C:39]2=[O:58])[CH2:34][CH2:33]1)=[O:31].CCN(C(C)C)C(C)C.CN(C(ON1N=NC2C=CC=CC1=2)=[N+](C)C)C.F[P-](F)(F)(F)(F)F.C(=O)(O)[O-].[Na+].